From a dataset of Reaction yield outcomes from USPTO patents with 853,638 reactions. Predict the reaction yield, written as a fraction of the theoretical maximum amount of product (1.0 means a 100% yield; for example, 0.34 means a 34% yield). (1) The reactants are [NH2:1][C:2]1[CH:7]=[CH:6][C:5]([C:8]2([C:11]([O:13][CH3:14])=[O:12])[CH2:10][CH2:9]2)=[CH:4][C:3]=1[C:15]#[C:16][Si](C)(C)C. The catalyst is CN(C=O)C.[Cu]I. The product is [NH:1]1[C:2]2[C:3](=[CH:4][C:5]([C:8]3([C:11]([O:13][CH3:14])=[O:12])[CH2:10][CH2:9]3)=[CH:6][CH:7]=2)[CH:15]=[CH:16]1. The yield is 0.510. (2) The catalyst is O1CCOCC1. The reactants are CC(C)([O-])C.[Na+].[CH:7]([NH:10][C:11]1[C:12]([NH2:18])=[CH:13][CH:14]=[C:15]([CH3:17])[CH:16]=1)([CH3:9])[CH3:8].Cl[C:20]1[N:25]=[C:24]([N:26]2[CH2:31][CH2:30][N:29]([C:32]3[CH:37]=[CH:36][CH:35]=[CH:34][N:33]=3)[CH2:28][CH2:27]2)[N:23]=[C:22]([N:38]([CH3:40])[CH3:39])[CH:21]=1.C1(P(C2C=CC=CC=2)C2C=CC3C(=CC=CC=3)C=2C2C3C(=CC=CC=3)C=CC=2P(C2C=CC=CC=2)C2C=CC=CC=2)C=CC=CC=1. The product is [CH:7]([NH:10][C:11]1[CH:16]=[C:15]([CH3:17])[CH:14]=[CH:13][C:12]=1[NH:18][C:20]1[CH:21]=[C:22]([N:38]([CH3:40])[CH3:39])[N:23]=[C:24]([N:26]2[CH2:31][CH2:30][N:29]([C:32]3[CH:37]=[CH:36][CH:35]=[CH:34][N:33]=3)[CH2:28][CH2:27]2)[N:25]=1)([CH3:9])[CH3:8]. The yield is 0.230. (3) The product is [ClH:13].[CH3:1][O:2][C:3]1[S:7][C:6]([C:8](=[NH:14])[NH2:9])=[N:5][CH:4]=1. The reactants are [CH3:1][O:2][C:3]1[S:7][C:6]([C:8]#[N:9])=[N:5][CH:4]=1.C[O-].[Na+].[Cl-:13].[NH4+:14]. The yield is 0.500. No catalyst specified. (4) The reactants are [Cl:1][C:2]1[C:10]([CH3:11])=[CH:9][CH:8]=[CH:7][C:3]=1[C:4](O)=[O:5].[CH3:12][NH:13][O:14][CH3:15].CCN(CC)CC.CCCP1(OP(CCC)(=O)OP(CCC)(=O)O1)=O. The catalyst is C(Cl)Cl. The product is [Cl:1][C:2]1[C:10]([CH3:11])=[CH:9][CH:8]=[CH:7][C:3]=1[C:4]([N:13]([O:14][CH3:15])[CH3:12])=[O:5]. The yield is 0.950. (5) The reactants are [O:1]([C:8]([NH:10][C:11]1[N:15]([C:16]2[CH:21]=[CH:20][CH:19]=[CH:18][CH:17]=2)[N:14]=[C:13]([CH2:22][O:23][CH:24]2[CH2:29][CH2:28][N:27]([C:30]([O:32][C:33]([CH3:36])([CH3:35])[CH3:34])=[O:31])[CH2:26][CH2:25]2)[CH:12]=1)=[O:9])[C:2]1[CH:7]=[CH:6][CH:5]=[CH:4][CH:3]=1.CC1C=CC(S([O-])(=O)=O)=CC=1.[NH+]1C=CC=CC=1.[Cl:54]N1C(=O)CCC1=O. The yield is 0.700. The product is [Cl:54][C:12]1[C:13]([CH2:22][O:23][CH:24]2[CH2:29][CH2:28][N:27]([C:30]([O:32][C:33]([CH3:36])([CH3:35])[CH3:34])=[O:31])[CH2:26][CH2:25]2)=[N:14][N:15]([C:16]2[CH:21]=[CH:20][CH:19]=[CH:18][CH:17]=2)[C:11]=1[NH:10][C:8]([O:1][C:2]1[CH:3]=[CH:4][CH:5]=[CH:6][CH:7]=1)=[O:9]. The catalyst is C(Cl)Cl.O. (6) The reactants are [C:1]([C:3]1[CH:29]=[CH:28][C:6]2[N:7]([C:10]3[CH:11]=[C:12]([NH:24][C:25](=[O:27])[CH3:26])[CH:13]=[C:14]([C:16]4[CH:21]=[CH:20][C:19]([F:22])=[CH:18][C:17]=4[F:23])[CH:15]=3)[CH:8]=[N:9][C:5]=2[CH:4]=1)#[CH:2].[CH2:30]([O:32][C:33](=[O:38])[CH2:34][N:35]=[N+:36]=[N-:37])[CH3:31].O=C1O[C@H]([C@H](CO)O)C([O-])=C1O.[Na+]. The catalyst is C(O)(C)(C)C.O.O.O.O.O.O.S([O-])([O-])(=O)=O.[Cu+2]. The product is [C:25]([NH:24][C:12]1[CH:11]=[C:10]([N:7]2[C:6]3[CH:28]=[CH:29][C:3]([C:1]4[N:35]([CH2:34][C:33]([O:32][CH2:30][CH3:31])=[O:38])[N:36]=[N:37][CH:2]=4)=[CH:4][C:5]=3[N:9]=[CH:8]2)[CH:15]=[C:14]([C:16]2[CH:21]=[CH:20][C:19]([F:22])=[CH:18][C:17]=2[F:23])[CH:13]=1)(=[O:27])[CH3:26]. The yield is 0.750. (7) The reactants are Cl[C:2]1[C:7]([C:8]2[CH:9]=[CH:10][C:11]3[N:12]([CH:14]=[C:15]([NH:17][C:18](=[O:20])[CH3:19])[N:16]=3)[CH:13]=2)=[CH:6][CH:5]=[CH:4][N:3]=1.[CH3:21][C:22]1[CH:27]=[CH:26][CH:25]=[C:24]([Sn](CCCC)(CCCC)CCCC)[N:23]=1. No catalyst specified. The product is [CH3:21][C:22]1[N:23]=[C:24]([C:2]2[C:7]([C:8]3[CH:9]=[CH:10][C:11]4[N:12]([CH:14]=[C:15]([NH:17][C:18](=[O:20])[CH3:19])[N:16]=4)[CH:13]=3)=[CH:6][CH:5]=[CH:4][N:3]=2)[CH:25]=[CH:26][CH:27]=1. The yield is 0.124. (8) The reactants are [Cl:1][C:2]1[CH:3]=[CH:4][C:5]([NH:10][C:11]2[C:16]([Cl:17])=[CH:15][N:14]=[C:13](Cl)[CH:12]=2)=[C:6]([CH:9]=1)[C:7]#[N:8].[CH3:19][C:20]1[CH:24]=[C:23]([NH2:25])[N:22]([CH:26]([CH3:28])[CH3:27])[N:21]=1.C(=O)([O-])[O-].[Cs+].[Cs+].C1C=CC(P(C2C(OC3C(P(C4C=CC=CC=4)C4C=CC=CC=4)=CC=CC=3)=CC=CC=2)C2C=CC=CC=2)=CC=1. The yield is 0.351. The catalyst is O1CCOCC1.C([O-])(=O)C.[Pd+2].C([O-])(=O)C. The product is [Cl:1][C:2]1[CH:3]=[CH:4][C:5]([NH:10][C:11]2[C:16]([Cl:17])=[CH:15][N:14]=[C:13]([NH:25][C:23]3[N:22]([CH:26]([CH3:28])[CH3:27])[N:21]=[C:20]([CH3:19])[CH:24]=3)[CH:12]=2)=[C:6]([CH:9]=1)[C:7]#[N:8]. (9) The reactants are [CH3:1][O:2][C:3]1[C:4]([CH3:10])=[C:5]([CH:7]=[CH:8][CH:9]=1)N.[BrH:11].N([O-])=O.[Na+].CC(C)=O. The catalyst is O.[Cu](Br)Br. The product is [Br:11][C:5]1[CH:7]=[CH:8][CH:9]=[C:3]([O:2][CH3:1])[C:4]=1[CH3:10]. The yield is 0.620. (10) The reactants are Cl.C([O:9][C:10]1[CH:19]=[C:18]2[C:13]([C:14]([NH:20][C:21]3[CH:26]=[CH:25][C:24]([CH3:27])=[CH:23][C:22]=3[F:28])=[N:15][CH:16]=[N:17]2)=[CH:12][C:11]=1[O:29][CH3:30])C1C=CC=CC=1. The catalyst is C(O)(C(F)(F)F)=O. The product is [F:28][C:22]1[CH:23]=[C:24]([CH3:27])[CH:25]=[CH:26][C:21]=1[NH:20][C:14]1[C:13]2[C:18](=[CH:19][C:10]([OH:9])=[C:11]([O:29][CH3:30])[CH:12]=2)[N:17]=[CH:16][N:15]=1. The yield is 0.740.